Dataset: NCI-60 drug combinations with 297,098 pairs across 59 cell lines. Task: Regression. Given two drug SMILES strings and cell line genomic features, predict the synergy score measuring deviation from expected non-interaction effect. (1) Drug 1: CC1=C(C=C(C=C1)C(=O)NC2=CC(=CC(=C2)C(F)(F)F)N3C=C(N=C3)C)NC4=NC=CC(=N4)C5=CN=CC=C5. Drug 2: N.N.Cl[Pt+2]Cl. Cell line: A498. Synergy scores: CSS=12.9, Synergy_ZIP=7.17, Synergy_Bliss=4.16, Synergy_Loewe=2.17, Synergy_HSA=3.36. (2) Drug 1: C1CN1P(=S)(N2CC2)N3CC3. Drug 2: C(=O)(N)NO. Cell line: SK-MEL-5. Synergy scores: CSS=15.3, Synergy_ZIP=-0.148, Synergy_Bliss=0.696, Synergy_Loewe=-10.1, Synergy_HSA=-4.14. (3) Drug 1: CC12CCC(CC1=CCC3C2CCC4(C3CC=C4C5=CN=CC=C5)C)O. Drug 2: C1=C(C(=O)NC(=O)N1)N(CCCl)CCCl. Cell line: BT-549. Synergy scores: CSS=18.3, Synergy_ZIP=-5.98, Synergy_Bliss=1.24, Synergy_Loewe=-3.60, Synergy_HSA=0.792. (4) Drug 1: C1CC(=O)NC(=O)C1N2C(=O)C3=CC=CC=C3C2=O. Drug 2: C1C(C(OC1N2C=NC3=C2NC=NCC3O)CO)O. Cell line: UACC-257. Synergy scores: CSS=1.91, Synergy_ZIP=-0.812, Synergy_Bliss=-0.549, Synergy_Loewe=0.314, Synergy_HSA=-0.931. (5) Drug 1: C1C(C(OC1N2C=NC3=C(N=C(N=C32)Cl)N)CO)O. Drug 2: CC1=C(C(CCC1)(C)C)C=CC(=CC=CC(=CC(=O)O)C)C. Cell line: K-562. Synergy scores: CSS=24.8, Synergy_ZIP=-1.23, Synergy_Bliss=-2.33, Synergy_Loewe=-17.3, Synergy_HSA=-0.554.